Dataset: Forward reaction prediction with 1.9M reactions from USPTO patents (1976-2016). Task: Predict the product of the given reaction. (1) Given the reactants [BH4-].[Na+].[Cl:3][C:4]1[CH:9]=[CH:8][C:7]([C:10]2[N:11]=[C:12]3[CH:17]=[CH:16][C:15]([C:18]4[CH:27]=[CH:26][CH:25]=[C:24]5[C:19]=4[CH2:20][CH2:21][CH2:22][C:23]5=[O:28])=[CH:14][N:13]3[CH:29]=2)=[CH:6][CH:5]=1, predict the reaction product. The product is: [Cl:3][C:4]1[CH:9]=[CH:8][C:7]([C:10]2[N:11]=[C:12]3[CH:17]=[CH:16][C:15]([C:18]4[CH:27]=[CH:26][CH:25]=[C:24]5[C:19]=4[CH2:20][CH2:21][CH2:22][CH:23]5[OH:28])=[CH:14][N:13]3[CH:29]=2)=[CH:6][CH:5]=1. (2) Given the reactants S(Cl)(Cl)=O.[OH:5][C:6]1[CH:7]=[C:8]2[C:13](=[CH:14][CH:15]=1)[N:12]([C:16](=[O:22])[CH2:17][CH2:18][C:19]([OH:21])=[O:20])[CH2:11][CH2:10][CH2:9]2.[CH3:23]O, predict the reaction product. The product is: [CH3:23][O:20][C:19](=[O:21])[CH2:18][CH2:17][C:16]([N:12]1[C:13]2[C:8](=[CH:7][C:6]([OH:5])=[CH:15][CH:14]=2)[CH2:9][CH2:10][CH2:11]1)=[O:22]. (3) Given the reactants C([O-])([O-])=O.[K+].[K+].[Br:7][C:8]1[CH:9]=[C:10]([C:14]#[C:15][Si](C)(C)C)[CH:11]=[CH:12][CH:13]=1, predict the reaction product. The product is: [Br:7][C:8]1[CH:13]=[CH:12][CH:11]=[C:10]([C:14]#[CH:15])[CH:9]=1. (4) Given the reactants [Cl:1][CH2:2][C:3]1[N:7]([NH2:8])[C:6]([CH2:9]Cl)=[N:5][N:4]=1.[Cl:11]CC1C(C)=C(CCl)C(C)=CC=1C.[NH2:24][C:25]([NH2:27])=[S:26], predict the reaction product. The product is: [ClH:1].[ClH:11].[NH2:8][N:7]1[C:3]([CH2:2][NH:24][C:25]([SH:26])=[NH:27])=[N:4][N:5]=[C:6]1[CH2:9][NH:27][C:25]([SH:26])=[NH:24]. (5) The product is: [F:1][C:2]([F:15])([F:16])[C:3]1[CH:4]=[CH:5][C:6]([C:9]2([C:23](=[O:22])[CH3:24])[CH2:12][CH2:11][CH2:10]2)=[CH:7][CH:8]=1. Given the reactants [F:1][C:2]([F:16])([F:15])[C:3]1[CH:8]=[CH:7][C:6]([C:9]2(C#N)[CH2:12][CH2:11][CH2:10]2)=[CH:5][CH:4]=1.C[Mg+].[Br-].CC[O:22][CH2:23][CH3:24].O.Cl, predict the reaction product. (6) Given the reactants CS([C:5]1[N:10]=[C:9]([C:11]([F:14])([F:13])[F:12])[CH:8]=[C:7]([C:15]2[CH:20]=[CH:19][CH:18]=[C:17]([C:21]([F:24])([F:23])[F:22])[CH:16]=2)[N:6]=1)(=O)=O.[I:25][C:26]1[N:27]=[CH:28][NH:29][CH:30]=1, predict the reaction product. The product is: [I:25][C:26]1[N:27]=[CH:28][N:29]([C:5]2[N:10]=[C:9]([C:11]([F:14])([F:13])[F:12])[CH:8]=[C:7]([C:15]3[CH:20]=[CH:19][CH:18]=[C:17]([C:21]([F:24])([F:23])[F:22])[CH:16]=3)[N:6]=2)[CH:30]=1.